Predict the reaction yield, written as a fraction of the theoretical maximum amount of product (1.0 means a 100% yield; for example, 0.34 means a 34% yield). From a dataset of Reaction yield outcomes from USPTO patents with 853,638 reactions. (1) The reactants are [Cl:1][C:2]1[N:7]2[N:8]=[C:9]([C:13]3[CH:18]=[CH:17][C:16]([F:19])=[CH:15][CH:14]=3)[C:10]([CH:11]=[O:12])=[C:6]2[CH:5]=[CH:4][CH:3]=1.[C:20]([Mg]Br)#[CH:21]. No catalyst specified. The product is [Cl:1][C:2]1[N:7]2[N:8]=[C:9]([C:13]3[CH:18]=[CH:17][C:16]([F:19])=[CH:15][CH:14]=3)[C:10]([CH:11]([OH:12])[C:20]#[CH:21])=[C:6]2[CH:5]=[CH:4][CH:3]=1. The yield is 0.880. (2) The reactants are CON(C)[C:4]([C@:6]1([CH3:13])[CH2:10][O:9][C:8]([CH3:12])([CH3:11])[O:7]1)=[O:5].CC(C[AlH]CC(C)C)C. The catalyst is C1COCC1. The product is [CH3:11][C:8]1([CH3:12])[O:7][C@:6]([CH3:13])([CH:4]=[O:5])[CH2:10][O:9]1. The yield is 1.00. (3) The product is [CH3:1]/[C:2](/[CH2:14][CH2:15][CH:16]=[C:17]([CH3:19])[CH3:18])=[CH:3]\[CH2:4][CH2:5][C:6]1[NH:21][N:20]=[C:8]([OH:9])[CH:7]=1. The catalyst is CCO. The reactants are [CH3:1]/[C:2](/[CH2:14][CH2:15][CH:16]=[C:17]([CH3:19])[CH3:18])=[CH:3]\[CH2:4][CH2:5][C:6](=O)[CH2:7][C:8](OCC)=[O:9].[NH2:20][NH2:21]. The yield is 0.180. (4) The reactants are ClC[C:3](=O)[C:4]([OH:6])=[O:5].[CH3:8][O:9][C:10]1[CH:11]=[C:12]2[C:16](=[CH:17][CH:18]=1)[NH:15][C:14](=O)[C:13]2=[O:20].[OH-].[K+].S([O-])(O)=O.[Na+].Cl. The catalyst is O. The product is [OH:20][C:13]1[CH:14]=[N:15][C:16]2[C:12]([C:3]=1[C:4]([OH:6])=[O:5])=[CH:11][C:10]([O:9][CH3:8])=[CH:18][CH:17]=2. The yield is 0.210.